Dataset: CYP2D6 inhibition data for predicting drug metabolism from PubChem BioAssay. Task: Regression/Classification. Given a drug SMILES string, predict its absorption, distribution, metabolism, or excretion properties. Task type varies by dataset: regression for continuous measurements (e.g., permeability, clearance, half-life) or binary classification for categorical outcomes (e.g., BBB penetration, CYP inhibition). Dataset: cyp2d6_veith. (1) The compound is CC(C)=NOCc1ccc(-c2cc(-c3ccccc3)no2)cc1. The result is 0 (non-inhibitor). (2) The molecule is CCN(CC)c1ncnc2c1sc1nc(C)cc(C)c12. The result is 0 (non-inhibitor). (3) The molecule is CCOc1cc2[nH]c(=O)n(CCCC(=O)NCc3ccc(OC)cc3)c(=O)c2cc1OCC. The result is 0 (non-inhibitor). (4) The result is 1 (inhibitor). The drug is COC(=O)N1CCC2(CCCN(Cc3ccccc3)C2)CC1. (5) The molecule is O=C(NCCCn1ccnc1)Nc1ccc(Cl)cc1. The result is 1 (inhibitor). (6) The compound is COc1ccc(-n2c(-c3ccccc3)nc(=S)c3c2CCCC3)cc1. The result is 0 (non-inhibitor).